Dataset: Forward reaction prediction with 1.9M reactions from USPTO patents (1976-2016). Task: Predict the product of the given reaction. Given the reactants [Br:1][C:2]1[CH:3]=[CH:4][C:5]([O:11][CH3:12])=[C:6]([C:8](=[O:10])[CH3:9])[CH:7]=1.[H-].[Na+].C(O)(=O)CC(CC(O)=O)(C(O)=O)O.[C:28](=O)([O:31]C)[O:29][CH3:30], predict the reaction product. The product is: [CH3:30][O:29][C:28](=[O:31])[CH2:9][C:8]([C:6]1[CH:7]=[C:2]([Br:1])[CH:3]=[CH:4][C:5]=1[O:11][CH3:12])=[O:10].